From a dataset of Catalyst prediction with 721,799 reactions and 888 catalyst types from USPTO. Predict which catalyst facilitates the given reaction. Reactant: CC([O-])=O.[Na+].[Br:6]Br.[CH3:8][O:9][C:10]1[CH:15]=[CH:14][CH:13]=[C:12]([N+:16]([O-:18])=[O:17])[C:11]=1[NH2:19]. Product: [Br:6][C:14]1[CH:13]=[C:12]([N+:16]([O-:18])=[O:17])[C:11]([NH2:19])=[C:10]([O:9][CH3:8])[CH:15]=1. The catalyst class is: 52.